Predict the product of the given reaction. From a dataset of Forward reaction prediction with 1.9M reactions from USPTO patents (1976-2016). (1) Given the reactants Cl[C:2]1[N:7]=[C:6]([N:8]2[C:12]3[CH:13]=[CH:14][CH:15]=[C:16]([O:17][CH3:18])[C:11]=3[N:10]=[C:9]2[CH:19]([F:21])[F:20])[N:5]=[C:4]([N:22]2[CH2:27][CH2:26][N:25]([C:28]([O:30][C:31]([CH3:34])([CH3:33])[CH3:32])=[O:29])[CH2:24][CH2:23]2)[N:3]=1.[N:35]1[CH:40]=[CH:39][C:38](B(O)O)=[CH:37][CH:36]=1.C([O-])([O-])=O.[Na+].[Na+], predict the reaction product. The product is: [F:20][CH:19]([F:21])[C:9]1[N:8]([C:6]2[N:7]=[C:2]([C:38]3[CH:39]=[CH:40][N:35]=[CH:36][CH:37]=3)[N:3]=[C:4]([N:22]3[CH2:27][CH2:26][N:25]([C:28]([O:30][C:31]([CH3:34])([CH3:32])[CH3:33])=[O:29])[CH2:24][CH2:23]3)[N:5]=2)[C:12]2[CH:13]=[CH:14][CH:15]=[C:16]([O:17][CH3:18])[C:11]=2[N:10]=1. (2) Given the reactants [CH3:1][O:2][C:3]1[CH:8]=[CH:7][C:6]([C:9]([C:33]2[CH:38]=[CH:37][C:36]([O:39][CH3:40])=[CH:35][CH:34]=2)([C:27]2[CH:32]=[CH:31][CH:30]=[CH:29][CH:28]=2)[NH:10][S:11]([C:14]2[S:15][C:16]3[CH:22]=[C:21]([O:23][CH2:24][C:25]#[CH:26])[CH:20]=[CH:19][C:17]=3[N:18]=2)(=[O:13])=[O:12])=[CH:5][CH:4]=1.[N:41]([C@@H:44]([CH2:58][C:59]1[CH:64]=[CH:63][C:62]([O:65][CH2:66][CH2:67][O:68][S:69]([C:72]2[CH:78]=[CH:77][C:75]([CH3:76])=[CH:74][CH:73]=2)(=[O:71])=[O:70])=[CH:61][CH:60]=1)[C:45]([N:47]1[CH2:52][CH2:51][CH:50]([C:53]([O:55][CH2:56][CH3:57])=[O:54])[CH2:49][CH2:48]1)=[O:46])=[N+:42]=[N-:43].C(N(C(C)C)CC)(C)C, predict the reaction product. The product is: [CH3:40][O:39][C:36]1[CH:35]=[CH:34][C:33]([C:9]([C:6]2[CH:7]=[CH:8][C:3]([O:2][CH3:1])=[CH:4][CH:5]=2)([C:27]2[CH:32]=[CH:31][CH:30]=[CH:29][CH:28]=2)[NH:10][S:11]([C:14]2[S:15][C:16]3[CH:22]=[C:21]([O:23][CH2:24][C:25]4[N:43]=[N:42][N:41]([C@@H:44]([CH2:58][C:59]5[CH:64]=[CH:63][C:62]([O:65][CH2:66][CH2:67][O:68][S:69]([C:72]6[CH:78]=[CH:77][C:75]([CH3:76])=[CH:74][CH:73]=6)(=[O:71])=[O:70])=[CH:61][CH:60]=5)[C:45]([N:47]5[CH2:48][CH2:49][CH:50]([C:53]([O:55][CH2:56][CH3:57])=[O:54])[CH2:51][CH2:52]5)=[O:46])[CH:26]=4)[CH:20]=[CH:19][C:17]=3[N:18]=2)(=[O:13])=[O:12])=[CH:38][CH:37]=1.